From a dataset of Reaction yield outcomes from USPTO patents with 853,638 reactions. Predict the reaction yield, written as a fraction of the theoretical maximum amount of product (1.0 means a 100% yield; for example, 0.34 means a 34% yield). The reactants are [CH3:1][NH:2][C:3]1[CH:8]=[CH:7][C:6]([C:9]([N:11]2[CH2:17][C:16]3([CH3:19])[CH2:18][CH:12]2[CH2:13][C:14]([CH3:21])([CH3:20])[CH2:15]3)=[O:10])=[CH:5][CH:4]=1.[Cl:22][CH2:23][C:24](Cl)=[O:25]. The catalyst is C1COCC1. The product is [Cl:22][CH2:23][C:24]([N:2]([CH3:1])[C:3]1[CH:4]=[CH:5][C:6]([C:9]([N:11]2[CH2:17][C:16]3([CH3:19])[CH2:18][CH:12]2[CH2:13][C:14]([CH3:21])([CH3:20])[CH2:15]3)=[O:10])=[CH:7][CH:8]=1)=[O:25]. The yield is 0.530.